From a dataset of Forward reaction prediction with 1.9M reactions from USPTO patents (1976-2016). Predict the product of the given reaction. Given the reactants [Cl:1][C:2]1[CH:3]=[N:4][C:5]2[N:6]([N:8]=[C:9]([C:11]([OH:13])=O)[CH:10]=2)[CH:7]=1.[CH3:14][N:15]1[C:24]2[C:19](=[CH:20][CH:21]=[C:22]([CH3:25])[CH:23]=2)[CH2:18][CH2:17][NH:16]1, predict the reaction product. The product is: [Cl:1][C:2]1[CH:3]=[N:4][C:5]2[N:6]([N:8]=[C:9]([C:11]([N:16]3[CH2:17][CH2:18][C:19]4[C:24](=[CH:23][C:22]([CH3:25])=[CH:21][CH:20]=4)[N:15]3[CH3:14])=[O:13])[CH:10]=2)[CH:7]=1.